The task is: Regression/Classification. Given a drug SMILES string, predict its absorption, distribution, metabolism, or excretion properties. Task type varies by dataset: regression for continuous measurements (e.g., permeability, clearance, half-life) or binary classification for categorical outcomes (e.g., BBB penetration, CYP inhibition). Dataset: cyp2c9_veith.. This data is from CYP2C9 inhibition data for predicting drug metabolism from PubChem BioAssay. (1) The compound is COC(=O)Cn1c(C(=O)N2CCCC2)cc2c1C[C@H]1CN(C(=O)c3ccccc3)[C@@](Cc3ccccc3)(C(=O)OC)[C@@H]21. The result is 1 (inhibitor). (2) The compound is O=C(N/N=C/c1ccc(F)cc1)c1ccc(Br)cc1. The result is 0 (non-inhibitor).